This data is from Human Reference Interactome with 51,813 positive PPI pairs across 8,248 proteins, plus equal number of experimentally-validated negative pairs. The task is: Binary Classification. Given two protein amino acid sequences, predict whether they physically interact or not. (1) Protein 1 (ENSG00000161328) has sequence MDLGWDRSRGPRRSTSSVRVRELSWQGLHNPCPQSKGPGSQRDRLGEQLVEEYLSPARLQALARVDDLRLVRTLEMCVDTREGSLGNFGVHLPNLDQLKLNGSHLGSLRDLGTSLGHLQVLWLARCGLADLDGIASLPALKELYASYNNISDLSPLCLLEQLEVLDLEGNSVEDLGQVRYLQLCPRLAMLTLEGNLVCLQPAPGPTNKVPRGYNYRAEVRKLIPQLQVLDEVPAAHTGPPAPPRLSQDWLAVKEAIKKGNGLPPLDCPRGAPIRRLDPELSLPETQSRASRPWPFSLLVR.... Protein 2 (ENSG00000169446) has sequence MAPSLWKGLVGIGLFALAHAAFSAAQHRSYMRLTEKEDESLPIDIVLQTLLAFAVTCYGIVHIAGEFKDMDATSELKNKTFDTLRNHPSFYVFNHRGRVLFRPSDTANSSNQDALSSNTSLKLRKLESLRR*. Result: 0 (the proteins do not interact). (2) Protein 1 (ENSG00000167633) has sequence MSLMVVSMACVGLFLVQRAGPHMGGQDKPFLSAWPSAVVPRGGHVTLRCHYRHRFNNFMLYKEDRIHIPIFHGRIFQESFNMSPVTTAHAGNYTCRGSHPHSPTGWSAPSNPVVIMVTGNHRKPSLLAHPGPLVKSGERVILQCWSDIMFEHFFLHKEGISKDPSRLVGQIHDGVSKANFSIGPMMLALAGTYRCYGSVTHTPYQLSAPSDPLDIVVTGPYEKPSLSAQPGPKVQAGESVTLSCSSRSSYDMYHLSREGGAHERRLPAVRKVNRTFQADFPLGPATHGGTYRCFGSFRHS.... Protein 2 (ENSG00000090674) has sequence MTAPAGPRGSETERLLTPNPGYGTQAGPSPAPPTPPEEEDLRRRLKYFFMSPCDKFRAKGRKPCKLMLQVVKILVVTVQLILFGLSNQLAVTFREENTIAFRHLFLLGYSDGADDTFAAYTREQLYQAIFHAVDQYLALPDVSLGRYAYVRGGGDPWTNGSGLALCQRYYHRGHVDPANDTFDIDPMVVTDCIQVDPPERPPPPPSDDLTLLESSSSYKNLTLKFHKLVNVTIHFRLKTINLQSLINNEIPDCYTFSVLITFDNKAHSGRIPISLETQAHIQECKHPSVFQHGDNSFRLL.... Result: 0 (the proteins do not interact). (3) Protein 1 (ENSG00000106004) has sequence MSSYFVNSFCGRYPNGPDYQLHNYGDHSSVSEQFRDSASMHSGRYGYGYNGMDLSVGRSGSGHFGSGERARSYAASASAAPAEPRYSQPATSTHSPQPDPLPCSAVAPSPGSDSHHGGKNSLSNSSGASADAGSTHISSREGVGTASGAEEDAPASSEQASAQSEPSPAPPAQPQIYPWMRKLHISHDNIGGPEGKRARTAYTRYQTLELEKEFHFNRYLTRRRRIEIAHALCLSERQIKIWFQNRRMKWKKDNKLKSMSMAAAGGAFRP*. Protein 2 (ENSG00000161202) has sequence MGETKIIYHLDGQETPYLVKLPLPAERVTLADFKGVLQRPSYKFFFKSMDDDFGVVKEEISDDNAKLPCFNGRVVSWLVSAEGSHPDPAPFCADNPSELPPPMERTGGIGDSRPPSFHPHAGGGSQENLDNDTETDSLVSAQRERPRRRDGPEHATRLNGTAKGERRREPGGYDSSSTLMSSELETTSFFDSDEDDSTSRFSSSTEQSSASRLMRRHKRRRRKQKVSRIERSSSFSSITDSTMSLNIITVTLNMEKYNFLGISIVGQSNERGDGGIYIGSIMKGGAVAADGRIEPGDMLL.... Result: 1 (the proteins interact). (4) Protein 2 (ENSG00000107537) has sequence MEQLRAAARLQIVLGHLGRPSAGAVVAHPTSGTISSASFHPQQFQYTLDNNVLTLEQRKFYEENGFLVIKNLVPDADIQRFRNEFEKICRKEVKPLGLTVMRDVTISKSEYAPSEKMITKVQDFQEDKELFRYCTLPEILKYVECFTGPNIMAMHTMLINKPPDSGKKTSRHPLHQDLHYFPFRPSDLIVCAWTAMEHISRNNGCLVVLPGTHKGSLKPHDYPKWEGGVNKMFHGIQDYEENKARVHLVMEKGDTVFFHPLLIHGSGQNKTQGFRKAISCHFASADCHYIDVKGTSQENI.... Protein 1 (ENSG00000186193) has sequence MAGAAMAERGRVPPPAPAPSTEGLPRAFLQSLRTLFDILDDRRRGCVHLREIESRWQGTDARELPRGVLEGLRQVAPASGYLTFERFVAGLRTSLLSADGGPRDPTRAPARPGDQPPPPPQRLVFAPADEPRTVLERKPLPLGVRAPLAGPSAAARSPEQLCAPAEAAPCPAEPERSQSAALEPSSSADAGAVACRALEADSGDARRAPRARGERRRHTIASGVDCGLLKQMKELEQEKEVLLQGLEMMARGRDWYQQQLQRVQERQRRLGQSRASADFGAAGSPRPLGRLLPKVQEVAR.... Result: 0 (the proteins do not interact). (5) Result: 0 (the proteins do not interact). Protein 2 (ENSG00000128710) has sequence MSFPNSSPAANTFLVDSLISACRSDSFYSSSASMYMPPPSADMGTYGMQTCGLLPSLAKREVNHQNMGMNVHPYIPQVDSWTDPNRSCRIEQPVTQQVPTCSFTTNIKEESNCCMYSDKRNKLISAEVPSYQRLVPESCPVENPEVPVPGYFRLSQTYATGKTQEYNNSPEGSSTVMLQLNPRGAAKPQLSAAQLQMEKKMNEPVSGQEPTKVSQVESPEAKGGLPEERSCLAEVSVSSPEVQEKESKEEIKSDTPTSNWLTAKSGRKKRCPYTKHQTLELEKEFLFNMYLTRERRLEIS.... Protein 1 (ENSG00000143375) has sequence MEQAPNMAEPRGPVDHGVQIRFITEPVSGAEMGTLRRGGRRPAKDARASTYGVAVRVQGIAGQPFVVLNSGEKGGDSFGVQIKGANDQGASGALSSDLELPENPYSQVKGFPAPSQSSTSDEEPGAYWNGKLLRSHSQASLAGPGPVDPSNRSNSMLELAPKVASPGSTIDTAPLSSVDSLINKFDSQLGGQARGRTGRRTRMLPPEQRKRSKSLDSRLPRDTFEERERQSTNHWTSSTKYDNHVGTSKQPAQSQNLSPLSGFSRSRQTQDWVLQSFEEPRRSAQDPTMLQFKSTPDLLR.... (6) Protein 1 (ENSG00000172936) has sequence MAAGGPGAGSAAPVSSTSSLPLAALNMRVRRRLSLFLNVRTQVAADWTALAEEMDFEYLEIRQLETQADPTGRLLDAWQGRPGASVGRLLELLTKLGRDDVLLELGPSIEEDCQKYILKQQQEEAEKPLQVAAVDSSVPRTAELAGITTLDDPLGHMPERFDAFICYCPSDIQFVQEMIRQLEQTNYRLKLCVSDRDVLPGTCVWSIASELIEKRCRRMVVVVSDDYLQSKECDFQTKFALSLSPGAHQKRLIPIKYKAMKKEFPSILRFITVCDYTNPCTKSWFWTRLAKALSLP*MAA.... Protein 2 (ENSG00000158042) has sequence MRLSVAAAISHGRVFRRMGLGPESRIHLLRNLLTGLVRHERIEAPWARVDEMRGYAEKLIDYGKLGDTNERAMRMADFWLTEKDLIPKLFQVLAPRYKDQTGGYTRMLQIPNRSLDRAKMAVIEYKGNCLPPLPLPRRDSHLTLLNQLLQGLRQDLRQSQEASNHSSHTAQTPGI*MRLSVAAAISHGRVFRRMGLGPESRIHLLRNLLTGLVRHERIEAPWARVDEMRGYAEKEKDLIPKLFQVLAPRYKDQTGGYTRMLQIPNRSLDRAKMAVIEYKGNCLPPLPLPRRDSHLTLLNQ.... Result: 0 (the proteins do not interact). (7) Result: 0 (the proteins do not interact). Protein 1 (ENSG00000005075) has sequence MNAPPAFESFLLFEGEKKITINKDTKVPNACLFTINKEDHTLGNIIKSQLLKDPQVLFAGYKVPHPLEHKIIIRVQTTPDYSPQEAFTNAITDLISELSLLEERFRVAIKDKQEGIE*MNAPPAFESFLLFEGEKITINKDTKVPNACLFTINKEDHTLGNIIKSQLLKDPQVLFAGYKVPHPLEHKIIIRVQTTPDYSPQEAFTNAITDLISELSLLEERFRVRAGPGGADGVGWTLARVPRPGTALACFFGGPGGEAAVMEEQGLPPQAPGHVD*. Protein 2 (ENSG00000107937) has sequence MRKVKFTQQNYHDRLSQILTDFPKLDDIHPFYADLMNILYDKDHYKLALGQINIAKNLVDNVAKDYVRLMKYGDSLYRCKQLKRAALGRMCTVIKRQKQSLEYLEQVRQHLSRLPTIDPNTRTLLLCGYPNVGKSSFINKMAHYNFKKITVVPSAKDFIDLTLSKTQRKTPTVIHKHYQIHRIRHFYMRKVKFTQQNYHDRLSQILTDFPKLDDIHPFYADLMNILYDKDHYKLALGQINIAKNLVDNVAKDYVRLMKYGDSLYRCKQLKRAALGRMCTVIKRQKQSLEYLEQVRQHLSR.... (8) Protein 1 (ENSG00000114115) has sequence MDPPAGFVRAGNPAVAAPQSPLSPEGAHFRAAHHPRSTGSRCPGSLQPSRPLVANWLQSLPEMPVDFTGYWKMLVNENFEEYLRALDVNVALRKIANLLKPDKEIVQDGDHMIIRTLSTFRNYIMDFQVGKEFEEDLTGIDDRKCMTTVSWDGDKLQCVQKGEKEGRGWTQWIEGDELHLEMRVEGVVCKQVFKKVQ*MPVDFTGYWKMLVNENFEEYLRALDVNVALRKIANLLKPDKEIVQDGDHMIIRTLSTFRNYIMDFQVGKEFEEDLTGIDDRKCMSETGFSS*MDPPAGFVRA.... Protein 2 (ENSG00000163545) has sequence MESLVFARRSGPTPSAAELARPLAEGLIKSPKPLMKKQAVKRHHHKHNLRHRYEFLETLGKGTYGKVKKARESSGRLVAIKSIRKDKIKDEQDLMHIRREIEIMSSLNHPHIIAIHEVFENSSKIVIVMEYASRGDLYDYISERQQLSEREARHFFRQIVSAVHYCHQNRVVHRDLKLENILLDANGNIKIADFGLSNLYHQGKFLQTFCGSPLYASPEIVNGKPYTGPEVDSWSLGVLLYILVHGTMPFDGHDHKILVKQISNGAYREPPKPSDACGLIRWLLMVNPTRRATLEDVASH.... Result: 0 (the proteins do not interact). (9) Protein 1 (ENSG00000139613) has sequence MAVRKKDGGPNVKYYEAADTVTQFDNVRLWLGKNYKKYIQAEPPTNKSLSSLVVQLLQFQEEVFGKHVSNAPLTKLPIKCFLDFKAGGSLCHILAAAYKFKSDQGWRRYDFQNPSRMDRNVEMFMTIEKSLVQNNCLSRPNIFLCPEIEPKLLGKLKDIIKRHQGTVTEDKNNASHVVYPVPGNLEEEEWVRPVMKRDKQVLLHWGYYPDSYDTWIPASEIEASVEDAPTPEKPRKVHAKWILDTDTFNEWMNEEDYEVNDDKNPVSRRKKISAKTLTDEVNSPDSDRRDKKGGNYKKRK.... Protein 2 (ENSG00000166181) has sequence MPTVEELYRNYGILADATEQVGQHKDAYQVILDGVKGGTKEKRLAAQFIPKFFKHFPELADSAINAQLDLCEDEDVSIRRQAIKELPQFATGENLPRVADILTQLLQTDDSAEFNLVNNALLSIFKMDAKGTLGGLFSQILQGEDIVRERAIKFLSTKLKTLPDEVLTKEVEELILTESKKVLEDVTGEEFVLFMKILSGLKSLQTVSGRQQLVELVAEQADLEQTFNPSDPDCVDRLLQCTRQAVPLFSKNVHSTRFVTYFCEQVLPNLGTLTTPVEGLDIQLEVLKLLAEMSSFCGDM.... Result: 0 (the proteins do not interact).